From a dataset of Full USPTO retrosynthesis dataset with 1.9M reactions from patents (1976-2016). Predict the reactants needed to synthesize the given product. (1) Given the product [C:15]([O:14][C:11]1[CH2:31][CH2:32][CH2:18][CH2:19][CH2:20][CH2:21][CH2:22][CH2:23][CH2:24][CH2:25][CH2:26][CH2:27][C@@H:28]([CH3:29])[CH:12]=1)(=[O:17])[CH3:16], predict the reactants needed to synthesize it. The reactants are: C1(C)C=CC=CC=1.C[Zn]C.[C:11]([O:14][C:15](=[O:17])[CH3:16])(=O)[CH3:12].[C:18]1(=O)[CH2:32][CH2:31]C[CH2:29][CH2:28][CH2:27][CH2:26][CH2:25][CH2:24][CH2:23][CH2:22][CH2:21][CH:20]=[CH:19]1. (2) The reactants are: [CH2:1]([O:8][C:9]1[CH:14]=[C:13]([N:15]([CH2:38][CH2:39][CH2:40][CH3:41])[CH2:16][CH2:17][CH2:18][CH2:19][O:20][Si](C(C)(C)C)(C2C=CC=CC=2)C2C=CC=CC=2)[CH:12]=[CH:11][C:10]=1[CH:42]=[CH:43][C:44]1[S:48][C:47]([CH:49]=[O:50])=[CH:46][CH:45]=1)[C:2]1[CH:7]=[CH:6][CH:5]=[CH:4][CH:3]=1.[F-].C([N+](CCCC)(CCCC)CCCC)CCC.O.C(OCC)(=O)C. Given the product [CH2:1]([O:8][C:9]1[CH:14]=[C:13]([N:15]([CH2:38][CH2:39][CH2:40][CH3:41])[CH2:16][CH2:17][CH2:18][CH2:19][OH:20])[CH:12]=[CH:11][C:10]=1[CH:42]=[CH:43][C:44]1[S:48][C:47]([CH:49]=[O:50])=[CH:46][CH:45]=1)[C:2]1[CH:7]=[CH:6][CH:5]=[CH:4][CH:3]=1, predict the reactants needed to synthesize it. (3) The reactants are: O[CH2:2][CH:3]([NH:13][C:14](=[O:20])[O:15][C:16]([CH3:19])([CH3:18])[CH3:17])[C:4]([CH3:12])([C:6]1[CH:11]=[CH:10][CH:9]=[CH:8][CH:7]=1)[CH3:5].C1(P(C2C=CC=CC=2)C2C=CC=CC=2)C=CC=CC=1.[C:40]1(=[O:50])[NH:44][C:43](=[O:45])[C:42]2=[CH:46][CH:47]=[CH:48][CH:49]=[C:41]12.N(C(OCC)=O)=NC(OCC)=O. Given the product [O:45]=[C:43]1[C:42]2[C:41](=[CH:49][CH:48]=[CH:47][CH:46]=2)[C:40](=[O:50])[N:44]1[CH2:2][CH:3]([NH:13][C:14](=[O:20])[O:15][C:16]([CH3:19])([CH3:18])[CH3:17])[C:4]([CH3:12])([C:6]1[CH:11]=[CH:10][CH:9]=[CH:8][CH:7]=1)[CH3:5], predict the reactants needed to synthesize it. (4) Given the product [C:16]([NH:24][C:25]([NH:8][C:5]1[C:4]([O:9][C:10]2[CH:15]=[CH:14][CH:13]=[CH:12][CH:11]=2)=[CH:3][C:2]([Cl:1])=[CH:7][N:6]=1)=[S:26])(=[O:23])[C:17]1[CH:22]=[CH:21][CH:20]=[CH:19][CH:18]=1, predict the reactants needed to synthesize it. The reactants are: [Cl:1][C:2]1[CH:3]=[C:4]([O:9][C:10]2[CH:15]=[CH:14][CH:13]=[CH:12][CH:11]=2)[C:5]([NH2:8])=[N:6][CH:7]=1.[C:16]([N:24]=[C:25]=[S:26])(=[O:23])[C:17]1[CH:22]=[CH:21][CH:20]=[CH:19][CH:18]=1. (5) The reactants are: [CH:1]([C:4]1[CH:5]=[C:6]([C:12]([OH:14])=O)[O:7][C:8]=1[CH:9]([CH3:11])[CH3:10])([CH3:3])[CH3:2].[NH2:15][C:16]1[CH:27]=[CH:26][C:19]([O:20][CH2:21][C:22]([O:24][CH3:25])=[O:23])=[CH:18][CH:17]=1. Given the product [CH:1]([C:4]1[CH:5]=[C:6]([C:12]([NH:15][C:16]2[CH:27]=[CH:26][C:19]([O:20][CH2:21][C:22]([O:24][CH3:25])=[O:23])=[CH:18][CH:17]=2)=[O:14])[O:7][C:8]=1[CH:9]([CH3:10])[CH3:11])([CH3:2])[CH3:3], predict the reactants needed to synthesize it.